This data is from Catalyst prediction with 721,799 reactions and 888 catalyst types from USPTO. The task is: Predict which catalyst facilitates the given reaction. Reactant: [CH3:1][O:2][C:3](=[O:28])[C:4]1[CH:9]=[CH:8][C:7]([CH3:10])=[C:6]([N:11]2[C:16](=[O:17])[CH:15]=[C:14]([O:18][CH2:19][C:20]3[CH:25]=[CH:24][CH:23]=[C:22]([CH3:26])[N:21]=3)[N:13]=[C:12]2[CH3:27])[CH:5]=1.[Br:29]N1C(=O)CCC1=O. Product: [CH3:1][O:2][C:3](=[O:28])[C:4]1[CH:9]=[CH:8][C:7]([CH3:10])=[C:6]([N:11]2[C:16](=[O:17])[C:15]([Br:29])=[C:14]([O:18][CH2:19][C:20]3[CH:25]=[CH:24][CH:23]=[C:22]([CH3:26])[N:21]=3)[N:13]=[C:12]2[CH3:27])[CH:5]=1. The catalyst class is: 4.